This data is from Catalyst prediction with 721,799 reactions and 888 catalyst types from USPTO. The task is: Predict which catalyst facilitates the given reaction. (1) Reactant: [Br:1][C:2]1[N:7]=[C:6]([NH2:8])[CH:5]=[CH:4][CH:3]=1.C(N(CC)CC)C.[C:16](Cl)(=[O:21])[C:17]([CH3:20])([CH3:19])[CH3:18].O. Product: [Br:1][C:2]1[N:7]=[C:6]([NH:8][C:16](=[O:21])[C:17]([CH3:20])([CH3:19])[CH3:18])[CH:5]=[CH:4][CH:3]=1. The catalyst class is: 4. (2) Reactant: [CH3:1][CH:2]([C:11]([OH:13])=[O:12])[C:3]1[CH:8]=[CH:7][C:6]([CH2:9]Br)=[CH:5][CH:4]=1.[C-:14]#[N:15].[K+]. Product: [C:14]([CH2:9][C:6]1[CH:7]=[CH:8][C:3]([CH:2]([CH3:1])[C:11]([OH:13])=[O:12])=[CH:4][CH:5]=1)#[N:15]. The catalyst class is: 88. (3) Reactant: [NH2:1][CH2:2][C@@H:3]1[CH2:7][CH2:6][N:5]([C:8]([CH:10]2[CH2:12][CH2:11]2)=[O:9])[CH2:4]1.[CH:13]1[N:17]=[CH:16][N:15]([C:18](N2C=NC=C2)=[O:19])[CH:14]=1. Product: [CH:10]1([C:8]([N:5]2[CH2:6][CH2:7][C@@H:3]([CH2:2][NH:1][C:18]([N:15]3[CH:14]=[CH:13][N:17]=[CH:16]3)=[O:19])[CH2:4]2)=[O:9])[CH2:11][CH2:12]1. The catalyst class is: 2. (4) Reactant: Cl.[NH2:2][C@H:3]1[CH2:9][C:8]2[CH:10]=[CH:11][CH:12]=[CH:13][C:7]=2[CH2:6][NH:5][C:4]1=[O:14].[Cl:15][C:16]1[CH:17]=[C:18]2[C:22](=[CH:23][CH:24]=1)[NH:21][C:20]([C:25](O)=[O:26])=[CH:19]2.ON1C2N=CC=CC=2N=N1.Cl.CN(C)CCCN=C=NCC.C(N(C(C)C)CC)(C)C. Product: [Cl:15][C:16]1[CH:17]=[C:18]2[C:22](=[CH:23][CH:24]=1)[NH:21][C:20]([C:25]([NH:2][C@H:3]1[CH2:9][C:8]3[CH:10]=[CH:11][CH:12]=[CH:13][C:7]=3[CH2:6][NH:5][C:4]1=[O:14])=[O:26])=[CH:19]2. The catalyst class is: 7. (5) Reactant: Cl[C:2]1[CH:7]=[C:6]([Cl:8])[N:5]=[CH:4][N:3]=1.C[CH2:10][N:11](C(C)C)[CH:12](C)C.N(C)C.C([O-])(O)=O.[Na+]. Product: [Cl:8][C:6]1[N:5]=[CH:4][N:3]=[C:2]([N:11]([CH3:12])[CH3:10])[CH:7]=1. The catalyst class is: 1. (6) Reactant: [CH:1]([C:3]1[CH:20]=[CH:19][C:6]([O:7][CH:8]2[CH2:11][N:10]([C:12]([O:14][C:15]([CH3:18])([CH3:17])[CH3:16])=[O:13])[CH2:9]2)=[CH:5][C:4]=1[CH3:21])=O.[CH3:22][C:23]1([CH2:29][OH:30])[CH2:28][CH2:27][NH:26][CH2:25][CH2:24]1.CCN(C(C)C)C(C)C.C(O[BH-](OC(=O)C)OC(=O)C)(=O)C.[Na+]. Product: [OH:30][CH2:29][C:23]1([CH3:22])[CH2:28][CH2:27][N:26]([CH2:1][C:3]2[CH:20]=[CH:19][C:6]([O:7][CH:8]3[CH2:11][N:10]([C:12]([O:14][C:15]([CH3:18])([CH3:17])[CH3:16])=[O:13])[CH2:9]3)=[CH:5][C:4]=2[CH3:21])[CH2:25][CH2:24]1. The catalyst class is: 2. (7) Reactant: [C:1]([O:9][C:10]1[C:18]([O:19][CH3:20])=[CH:17][C:13]([C:14]([OH:16])=O)=[C:12]([N+:21]([O-:23])=[O:22])[CH:11]=1)(=O)[C:2]1[CH:7]=[CH:6][CH:5]=[CH:4][CH:3]=1.[NH:24]1[CH2:29][CH2:28][CH2:27][CH2:26][C@@H:25]1[C:30]([O:32][CH3:33])=[O:31].C(Cl)CCl.CCN(C(C)C)C(C)C. Product: [CH2:1]([O:9][C:10]1[C:18]([O:19][CH3:20])=[CH:17][C:13]([C:14]([N:24]2[CH2:29][CH2:28][CH2:27][CH2:26][C@@H:25]2[C:30]([O:32][CH3:33])=[O:31])=[O:16])=[C:12]([N+:21]([O-:23])=[O:22])[CH:11]=1)[C:2]1[CH:3]=[CH:4][CH:5]=[CH:6][CH:7]=1. The catalyst class is: 44. (8) Reactant: [NH2:1][C:2]1[CH:3]=[CH:4][C:5]([C:15]([CH3:19])([CH3:18])[C:16]#[N:17])=[C:6]([C:8]2[CH:13]=[CH:12][C:11]([CH3:14])=[CH:10][CH:9]=2)[CH:7]=1.[CH3:20][O:21][C:22]1[CH:23]=[C:24]([CH:28]=[CH:29][C:30]=1[O:31][CH3:32])[C:25](Cl)=[O:26].C(N(CC)CC)C. Product: [C:16]([C:15]([CH3:19])([CH3:18])[C:5]1[C:6]([C:8]2[CH:13]=[CH:12][C:11]([CH3:14])=[CH:10][CH:9]=2)=[CH:7][C:2]([NH:1][C:25](=[O:26])[C:24]2[CH:28]=[CH:29][C:30]([O:31][CH3:32])=[C:22]([O:21][CH3:20])[CH:23]=2)=[CH:3][CH:4]=1)#[N:17]. The catalyst class is: 2.